This data is from Full USPTO retrosynthesis dataset with 1.9M reactions from patents (1976-2016). The task is: Predict the reactants needed to synthesize the given product. Given the product [C:1]([O:5][C:6](=[O:18])[CH2:7][N:8]1[C:16]2[C:11](=[CH:12][CH:13]=[C:14]([O:17][CH2:21][C:23]3[S:27][C:26]([C:28]4[CH:29]=[CH:30][C:31]([C:34]([F:37])([F:35])[F:36])=[CH:32][CH:33]=4)=[N:25][CH:24]=3)[CH:15]=2)[CH:10]=[CH:9]1)([CH3:4])([CH3:2])[CH3:3], predict the reactants needed to synthesize it. The reactants are: [C:1]([O:5][C:6](=[O:18])[CH2:7][N:8]1[C:16]2[C:11](=[CH:12][CH:13]=[C:14]([OH:17])[CH:15]=2)[CH:10]=[CH:9]1)([CH3:4])([CH3:3])[CH3:2].CC(C)[CH:21]([C:23]1[S:27][C:26]([C:28]2[CH:33]=[CH:32][C:31]([C:34]([F:37])([F:36])[F:35])=[CH:30][CH:29]=2)=[N:25][C:24]=1C)O.C(P(CCCC)CCCC)CCC.CN(C)C(N=NC(N(C)C)=O)=O.